Predict which catalyst facilitates the given reaction. From a dataset of Catalyst prediction with 721,799 reactions and 888 catalyst types from USPTO. Reactant: [C:1]1([C:7]23[CH2:14][CH2:13][C:10]([C:15]([OH:17])=O)([CH2:11][CH2:12]2)[CH2:9][CH2:8]3)[CH:6]=[CH:5][CH:4]=[CH:3][CH:2]=1.C(Cl)(=O)C(Cl)=O.[CH2:24]([O:31][C:32]1[CH:41]=[CH:40][C:35]([C:36]([NH:38][NH2:39])=[O:37])=[C:34]([C:42]([F:45])([F:44])[F:43])[CH:33]=1)[C:25]1[CH:30]=[CH:29][CH:28]=[CH:27][CH:26]=1.C(N(CC)CC)C. Product: [CH2:24]([O:31][C:32]1[CH:41]=[CH:40][C:35]([C:36]([NH:38][NH:39][C:15]([C:10]23[CH2:9][CH2:8][C:7]([C:1]4[CH:6]=[CH:5][CH:4]=[CH:3][CH:2]=4)([CH2:14][CH2:13]2)[CH2:12][CH2:11]3)=[O:17])=[O:37])=[C:34]([C:42]([F:43])([F:44])[F:45])[CH:33]=1)[C:25]1[CH:26]=[CH:27][CH:28]=[CH:29][CH:30]=1. The catalyst class is: 59.